From a dataset of Catalyst prediction with 721,799 reactions and 888 catalyst types from USPTO. Predict which catalyst facilitates the given reaction. Reactant: [Si:1]([O:8][CH2:9][C@@H:10]([N:14]1[C:23]2[C:18](=[CH:19][C:20]([CH3:26])=[C:21]([O:24][CH3:25])[N:22]=2)[C:17](=[O:27])[C:16]([C:28]([O:30][CH2:31][CH3:32])=[O:29])=[CH:15]1)[CH:11]([CH3:13])[CH3:12])([C:4]([CH3:7])([CH3:6])[CH3:5])([CH3:3])[CH3:2].[Br:33]N1C(=O)CCC1=O.C(OOC(=O)C1C=CC=CC=1)(=O)C1C=CC=CC=1. Product: [Br:33][CH2:26][C:20]1[CH:19]=[C:18]2[C:23](=[N:22][C:21]=1[O:24][CH3:25])[N:14]([C@@H:10]([CH:11]([CH3:13])[CH3:12])[CH2:9][O:8][Si:1]([C:4]([CH3:5])([CH3:6])[CH3:7])([CH3:3])[CH3:2])[CH:15]=[C:16]([C:28]([O:30][CH2:31][CH3:32])=[O:29])[C:17]2=[O:27]. The catalyst class is: 53.